Dataset: Full USPTO retrosynthesis dataset with 1.9M reactions from patents (1976-2016). Task: Predict the reactants needed to synthesize the given product. (1) Given the product [CH3:1][O:2][C:3]1[CH:4]=[C:5]2[C:10](=[CH:11][C:12]=1[O:13][CH3:14])[N:9]=[CH:8][CH:7]=[C:6]2[O:15][C:16]1[CH:22]=[CH:21][C:19]([NH:20][C:40](=[O:42])[O:56][CH:54]([C:53]2[CH:57]=[CH:58][CH:59]=[CH:60][C:52]=2[Br:51])[CH3:55])=[C:18]([CH3:23])[C:17]=1[CH3:24], predict the reactants needed to synthesize it. The reactants are: [CH3:1][O:2][C:3]1[CH:4]=[C:5]2[C:10](=[CH:11][C:12]=1[O:13][CH3:14])[N:9]=[CH:8][CH:7]=[C:6]2[O:15][C:16]1[CH:22]=[CH:21][C:19]([NH2:20])=[C:18]([CH3:23])[C:17]=1[CH3:24].C1(C)C=CC=CC=1.C(N(CC)CC)C.Cl[C:40](Cl)([O:42]C(=O)OC(Cl)(Cl)Cl)Cl.[Br:51][C:52]1[CH:60]=[CH:59][CH:58]=[CH:57][C:53]=1[CH:54]([OH:56])[CH3:55]. (2) Given the product [CH2:46]([O:48][C:49](=[O:55])[CH2:50][CH2:51][N:52]1[C:28](=[O:29])[C@H:9]2[C@H:8]([C:4]3[CH:5]=[CH:6][CH:7]=[C:2]([Cl:1])[CH:3]=3)[C@:12]([C:15]3[CH:16]=[CH:17][C:18]([Cl:21])=[CH:19][CH:20]=3)([C:13]#[N:14])[C@H:11]([CH2:23][C:24]([CH3:27])([CH3:26])[CH3:25])[N:10]2[C:53]1=[O:54])[CH3:47], predict the reactants needed to synthesize it. The reactants are: [Cl:1][C:2]1[C:3](F)=[C:4]([C@@H:8]2[C@:12]([C:15]3[CH:20]=[CH:19][C:18]([Cl:21])=[CH:17][C:16]=3F)([C:13]#[N:14])[C@H:11]([CH2:23][C:24]([CH3:27])([CH3:26])[CH3:25])[NH:10][C@H:9]2[C:28](NC2C=CC(C(O)=O)=CC=2OC(F)(F)F)=[O:29])[CH:5]=[CH:6][CH:7]=1.[CH2:46]([O:48][C:49](=[O:55])[CH2:50][CH2:51][N:52]=[C:53]=[O:54])[CH3:47].